This data is from CYP2D6 inhibition data for predicting drug metabolism from PubChem BioAssay. The task is: Regression/Classification. Given a drug SMILES string, predict its absorption, distribution, metabolism, or excretion properties. Task type varies by dataset: regression for continuous measurements (e.g., permeability, clearance, half-life) or binary classification for categorical outcomes (e.g., BBB penetration, CYP inhibition). Dataset: cyp2d6_veith. (1) The drug is Cc1cc2c(nc1C)CCCN2C[C@H](C)O/N=C\[C@@H](C)[C@H](OCc1ccccc1)C(C)C. The result is 1 (inhibitor). (2) The molecule is COc1cccc([C@H]2Oc3ccc(OC)cc3/C(=N\OCC[C@@H]3C=C[C@H](OC(C)=O)[C@H](COC(C)=O)O3)[C@@H]2O)c1. The result is 0 (non-inhibitor). (3) The compound is CCOC(=O)CN1N=C(/C=C/c2ccc(C)cc2)CCC1=O. The result is 0 (non-inhibitor). (4) The compound is CC(=O)Nc1ccc([N+](=O)[O-])cn1. The result is 0 (non-inhibitor). (5) The drug is CN(C)c1ccc(-c2ccc3ncnc(NC4CC4)c3c2)cc1. The result is 0 (non-inhibitor).